Dataset: M1 muscarinic receptor antagonist screen with 61,756 compounds. Task: Binary Classification. Given a drug SMILES string, predict its activity (active/inactive) in a high-throughput screening assay against a specified biological target. (1) The drug is O1c2c(C(C(=C1N)C(OC)=O)c1c(OC)c(OC)ccc1)c(=O)n(c(c2)C)Cc1cccnc1. The result is 0 (inactive). (2) The drug is O=C1NC(C(N1)CCCCC)CCCCCC(O)=O. The result is 0 (inactive).